This data is from Human Reference Interactome with 51,813 positive PPI pairs across 8,248 proteins, plus equal number of experimentally-validated negative pairs. The task is: Binary Classification. Given two protein amino acid sequences, predict whether they physically interact or not. Protein 1 (ENSG00000095713) has sequence MSRMLPFLLLLWFLPITEGSQRAEPMFTAVTNSVLPPDYDSNPTQLNYGVAVTDVDHDGDFEIVVAGYNGPNLVLKYDRAQKRLVNIAVDERSSPYYALRDRQGNAIGVTACDIDGDGREEIYFLNTNNAFSGVATYTDKLFKFRNNRWEDILSDEVNVARGVASLFAGRSVACVDRKGSGRYSIYIANYAYGNVGPDALIEMDPEASDLSRGILALRDVAAEAGVSKYTGGRGVSVGPILSSSASDIFCDNENGPNFLFHNRGDGTFVDAAASAGVDDPHQHGRGVALADFNRDGKVDI.... Protein 2 (ENSG00000073921) has sequence MSGQSLTDRITAAQHSVTGSAVSKTVCKATTHEIMGPKKKHLDYLIQCTNEMNVNIPQLADSLFERTTNSSWVVVFKSLITTHHLMVYGNERFIQYLASRNTLFNLSNFLDKSGLQGYDMSTFIRRYSRYLNEKAVSYRQVAFDFTKVKRGADGVMRTMNTEKLLKTVPIIQNQMDALLDFNVNSNELTNGVINAAFMLLFKDAIRLFAAYNEGIINLLEKYFDMKKNQCKEGLDIYKKFLTRMTRISEFLKVAEQVGIDRGDIPDLSQAPSSLLDALEQHLASLEGKKIKDSTAASRAT.... Result: 0 (the proteins do not interact).